From a dataset of Forward reaction prediction with 1.9M reactions from USPTO patents (1976-2016). Predict the product of the given reaction. (1) Given the reactants [C:1]([OH:10])(=O)[CH2:2][CH2:3][CH2:4][CH2:5][C:6](O)=O.[CH2:11](O)[CH2:12][CH2:13][CH2:14][CH2:15][CH2:16][OH:17], predict the reaction product. The product is: [C:1]1(=[O:10])[CH2:2][CH2:3][CH2:4][CH2:5][CH2:6]1.[CH:16]1([OH:17])[CH2:15][CH2:14][CH2:13][CH2:12][CH2:11]1. (2) Given the reactants [Br:1][C:2]1[CH:3]=[C:4]2[C:8](=[CH:9][CH:10]=1)[NH:7][CH2:6][CH2:5]2.[N+:11]([O-])([O-:13])=[O:12].[K+], predict the reaction product. The product is: [Br:1][C:2]1[CH:3]=[C:4]2[C:8](=[CH:9][C:10]=1[N+:11]([O-:13])=[O:12])[NH:7][CH2:6][CH2:5]2. (3) Given the reactants C(OC(=O)[NH:7][CH:8]([C:11](=[O:35])[NH:12][CH:13]1[CH2:18][CH2:17][CH2:16][CH:15]([N:19]2[C:28]3[CH:27]=[CH:26][CH:25]=[C:24]([Cl:29])[C:23]=3[C:22]3=[N:30][O:31][C:32]([CH3:33])=[C:21]3[C:20]2=[O:34])[CH2:14]1)[CH2:9][OH:10])(C)(C)C, predict the reaction product. The product is: [NH2:7][CH:8]([CH2:9][OH:10])[C:11]([NH:12][CH:13]1[CH2:18][CH2:17][CH2:16][CH:15]([N:19]2[C:28]3[CH:27]=[CH:26][CH:25]=[C:24]([Cl:29])[C:23]=3[C:22]3=[N:30][O:31][C:32]([CH3:33])=[C:21]3[C:20]2=[O:34])[CH2:14]1)=[O:35]. (4) Given the reactants [N:1]1[N:5]2[CH2:6][CH2:7][N:8]([C:10]([O:12][C:13]([CH3:16])([CH3:15])[CH3:14])=[O:11])[CH2:9][C:4]2=[CH:3][N:2]=1.[Br:17]N1C(=O)CCC1=O, predict the reaction product. The product is: [Br:17][C:3]1[N:2]=[N:1][N:5]2[CH2:6][CH2:7][N:8]([C:10]([O:12][C:13]([CH3:16])([CH3:15])[CH3:14])=[O:11])[CH2:9][C:4]=12.